Dataset: Full USPTO retrosynthesis dataset with 1.9M reactions from patents (1976-2016). Task: Predict the reactants needed to synthesize the given product. (1) Given the product [CH:5]1[C:1]([N+:2]([O-:4])=[O:3])=[C:15]([NH2:19])[C:11]([N+:12]([O-:14])=[O:13])=[CH:10][C:6]=1[N+:7]([O-:9])=[O:8], predict the reactants needed to synthesize it. The reactants are: [C:1]1([C:15]([O-])=[C:11]([N+:12]([O-:14])=[O:13])[CH:10]=[C:6]([N+:7]([O-:9])=[O:8])[CH:5]=1)[N+:2]([O-:4])=[O:3].[NH4+].C(=O)([O-])[NH2:19].[NH4+].CN1CCCC1=O. (2) Given the product [N:9]1[CH:14]=[CH:13][CH:12]=[CH:11][C:10]=1[N:15]1[CH2:16][CH2:17][N:18]([C:2]([Cl:1])=[O:4])[CH2:19][CH2:20]1, predict the reactants needed to synthesize it. The reactants are: [Cl:1][C:2]([O:4]C(Cl)(Cl)Cl)=O.[N:9]1[CH:14]=[CH:13][CH:12]=[CH:11][C:10]=1[N:15]1[CH2:20][CH2:19][NH:18][CH2:17][CH2:16]1. (3) Given the product [C:21]([C:23]1[CH:24]=[C:25]([C:26]2[O:1][N:2]=[C:3]([C:4]3[CH:12]=[CH:11][CH:10]=[C:9]4[C:5]=3[CH2:6][N:7]([C:13]([O:15][C:16]([CH3:17])([CH3:19])[CH3:18])=[O:14])[CH2:8]4)[N:20]=2)[CH:29]=[CH:30][C:31]=1[O:32][CH:33]([CH3:34])[CH3:35])#[N:22], predict the reactants needed to synthesize it. The reactants are: [OH:1][NH:2][C:3](=[NH:20])[C:4]1[CH:12]=[CH:11][CH:10]=[C:9]2[C:5]=1[CH2:6][N:7]([C:13]([O:15][C:16]([CH3:19])([CH3:18])[CH3:17])=[O:14])[CH2:8]2.[C:21]([C:23]1[CH:24]=[C:25]([CH:29]=[CH:30][C:31]=1[O:32][CH:33]([CH3:35])[CH3:34])[C:26](O)=O)#[N:22].ON1C2C=CC=CC=2N=N1.Cl.CN(C)CCCN=C=NCC. (4) Given the product [CH3:1][N:2]([C:9]1[CH:14]=[C:13]([N+:18]([O-:20])=[O:19])[C:12]([O:15][CH3:16])=[CH:11][C:10]=1[CH3:17])[C:3](=[O:8])[CH2:4][N:5]([CH3:6])[CH3:7], predict the reactants needed to synthesize it. The reactants are: [CH3:1][N:2]([C:9]1[CH:14]=[CH:13][C:12]([O:15][CH3:16])=[CH:11][C:10]=1[CH3:17])[C:3](=[O:8])[CH2:4][N:5]([CH3:7])[CH3:6].[N:18]([O-:20])=[O:19].[Na+].O.C([O-])(O)=O.[Na+]. (5) Given the product [CH:30]1([N:27]2[CH2:28][CH2:29][CH:24]([C:21]3[CH:20]=[CH:19][C:18]([NH:17][C:10]4[C:11]([C:14]([NH2:16])=[O:15])=[N:12][CH:13]=[C:8]([N:4]5[CH2:5][CH2:6][CH2:7][C@@H:2]([NH:1][C:44](=[O:47])[CH2:45][CH3:46])[CH2:3]5)[N:9]=4)=[CH:23][CH:22]=3)[CH2:25][CH2:26]2)[CH2:31][CH2:32][CH2:33][CH2:34]1, predict the reactants needed to synthesize it. The reactants are: [NH2:1][C@@H:2]1[CH2:7][CH2:6][CH2:5][N:4]([C:8]2[N:9]=[C:10]([NH:17][C:18]3[CH:23]=[CH:22][C:21]([CH:24]4[CH2:29][CH2:28][N:27]([CH:30]5[CH2:34][CH2:33][CH2:32][CH2:31]5)[CH2:26][CH2:25]4)=[CH:20][CH:19]=3)[C:11]([C:14]([NH2:16])=[O:15])=[N:12][CH:13]=2)[CH2:3]1.CCN(C(C)C)C(C)C.[C:44](Cl)(=[O:47])[CH2:45][CH3:46]. (6) Given the product [CH3:22][C:23](=[N:1][N:3]1[C:12]2[C:7](=[CH:8][CH:9]=[CH:10][CH:11]=2)[CH2:6][CH:5]([C:13]2[CH:18]=[CH:17][N:16]=[CH:15][CH:14]=2)[CH2:4]1)[CH3:25], predict the reactants needed to synthesize it. The reactants are: [N:1]([N:3]1[C:12]2[C:7](=[CH:8][CH:9]=[CH:10][CH:11]=2)[CH2:6][CH:5]([C:13]2[CH:18]=[CH:17][N:16]=[CH:15][CH:14]=2)[CH2:4]1)=O.[Cl-].[NH4+].O.[CH3:22][C:23]([CH3:25])=O.